This data is from Reaction yield outcomes from USPTO patents with 853,638 reactions. The task is: Predict the reaction yield, written as a fraction of the theoretical maximum amount of product (1.0 means a 100% yield; for example, 0.34 means a 34% yield). (1) The product is [CH3:17][C:15]1[CH:16]=[C:4]2[N:3]=[C:2]([NH:19][NH2:20])[CH:7]=[C:6]([N:8]3[CH2:13][CH2:12][O:11][CH2:10][CH2:9]3)[N:5]2[N:14]=1. The reactants are Cl[C:2]1[CH:7]=[C:6]([N:8]2[CH2:13][CH2:12][O:11][CH2:10][CH2:9]2)[N:5]2[N:14]=[C:15]([CH3:17])[CH:16]=[C:4]2[N:3]=1.O.[NH2:19][NH2:20]. The yield is 0.510. The catalyst is O1CCOCC1.O. (2) The reactants are [F:1][C:2]([F:15])([CH:6]([O:9][C:10](=[O:14])[C:11]([CH3:13])=[CH2:12])[CH2:7][CH3:8])[C:3]([OH:5])=[O:4].C1CCC(N=C=NC2CCCCC2)CC1.[F:31][C:32]([F:36])([F:35])[CH2:33]O.Cl. The catalyst is ClCCl.CN(C1C=CN=CC=1)C. The product is [F:31][C:32]([F:36])([F:35])[CH2:33][O:4][C:3](=[O:5])[C:2]([F:15])([F:1])[CH:6]([O:9][C:10](=[O:14])[C:11]([CH3:13])=[CH2:12])[CH2:7][CH3:8]. The yield is 0.710. (3) The reactants are [BrH:1].[NH2:2][C:3]1[C:8]([CH2:9]O)=[CH:7][C:6]([Br:11])=[CH:5][N:4]=1. The catalyst is Br. The product is [BrH:11].[NH2:2][C:3]1[C:8]([CH2:9][Br:1])=[CH:7][C:6]([Br:11])=[CH:5][N:4]=1. The yield is 0.860. (4) The product is [Br:1][C:2]1[C:7]2[O:8][C:9]([S:11][CH3:12])=[N:10][C:6]=2[CH:5]=[CH:4][N:3]=1. The yield is 1.00. The catalyst is CN(C=O)C. The reactants are [Br:1][C:2]1[C:7]2[O:8][C:9]([SH:11])=[N:10][C:6]=2[CH:5]=[CH:4][N:3]=1.[C:12]([O-])([O-])=O.[K+].[K+].CI. (5) The reactants are [CH3:1][N:2]1[CH2:11][CH2:10][C:9]2[C:4](=[CH:5][C:6]([N+:12]([O-])=O)=[CH:7][CH:8]=2)[CH2:3]1. The catalyst is C(O)C.[Pd]. The product is [CH3:1][N:2]1[CH2:11][CH2:10][C:9]2[C:4](=[CH:5][C:6]([NH2:12])=[CH:7][CH:8]=2)[CH2:3]1. The yield is 0.720. (6) The reactants are Br[CH2:2][CH2:3][CH2:4][CH2:5][C:6]([CH3:16])([CH3:15])[CH2:7][O:8][CH:9]1[CH2:14][CH2:13][CH2:12][CH2:11][O:10]1.[C:17]([O:25][CH2:26][CH3:27])(=[O:24])[CH2:18][C:19]([O:21][CH2:22][CH3:23])=[O:20].[H-].[Na+].[OH2:30]. The catalyst is CS(C)=O.[I-].C([N+](CCCC)(CCCC)CCCC)CCC. The product is [CH2:26]([O:25][C:17](=[O:24])[C:18]([CH2:2][CH2:3][CH2:4][CH2:5][C:6]([CH3:15])([CH3:16])[CH2:7][O:30][CH:11]1[CH2:12][CH2:13][CH2:14][CH2:9][O:10]1)([CH2:2][CH2:3][CH2:4][CH2:5][C:6]([CH3:16])([CH3:15])[CH2:7][O:8][CH:9]1[CH2:14][CH2:13][CH2:12][CH2:11][O:10]1)[C:19]([O:21][CH2:22][CH3:23])=[O:20])[CH3:27]. The yield is 0.823. (7) The reactants are [NH2:1][C:2]([CH3:7])([CH2:5][OH:6])[CH2:3][OH:4].[C:8]([NH:11][C:12]1[S:13][C:14]([S:18](Cl)(=[O:20])=[O:19])=[C:15]([CH3:17])[N:16]=1)(=[O:10])[CH3:9].C(N(CC)CC)C. The catalyst is O1CCOCC1. The product is [OH:4][CH2:3][C:2]([NH:1][S:18]([C:14]1[S:13][C:12]([NH:11][C:8](=[O:10])[CH3:9])=[N:16][C:15]=1[CH3:17])(=[O:19])=[O:20])([CH2:5][OH:6])[CH3:7]. The yield is 0.170. (8) The reactants are [CH2:1]([Mg]Br)[CH3:2].[Cl:5][C:6]1[CH:7]=[CH:8][C:9]([CH:28]=[O:29])=[C:10]2[C:14]=1[N:13]=[C:12]1[N:15]([C:19]3[CH:20]=[N:21][C:22]([O:26][CH3:27])=[CH:23][C:24]=3[CH3:25])[CH2:16][CH2:17][CH2:18][N:11]21. The catalyst is O1CCCC1. The product is [Cl:5][C:6]1[C:14]2[N:13]=[C:12]3[N:15]([C:19]4[CH:20]=[N:21][C:22]([O:26][CH3:27])=[CH:23][C:24]=4[CH3:25])[CH2:16][CH2:17][CH2:18][N:11]3[C:10]=2[C:9]([CH:28]([OH:29])[CH2:1][CH3:2])=[CH:8][CH:7]=1. The yield is 0.630.